Dataset: Catalyst prediction with 721,799 reactions and 888 catalyst types from USPTO. Task: Predict which catalyst facilitates the given reaction. (1) Reactant: [CH3:1][O:2][C:3]1[CH:8]=[CH:7][C:6]([S:9]([N:12]2[CH:25]([CH3:26])[C:24]3[C:19](=[CH:20][CH:21]=[CH:22][CH:23]=3)[C:18]3[CH:17]=[CH:16][CH:15]=[CH:14][C:13]2=3)(=[O:11])=[O:10])=[CH:5][CH:4]=1.[Br:27]Br.O.[Cl-].[Na+]. Product: [Br:27][C:16]1[CH:15]=[CH:14][C:13]2[N:12]([S:9]([C:6]3[CH:5]=[CH:4][C:3]([O:2][CH3:1])=[CH:8][CH:7]=3)(=[O:11])=[O:10])[CH:25]([CH3:26])[C:24]3[C:19](=[CH:20][CH:21]=[CH:22][CH:23]=3)[C:18]=2[CH:17]=1. The catalyst class is: 342. (2) Reactant: Cl.[CH2:2]([O:4][C:5]([N:7]1[CH2:12][CH2:11][N:10]([C:13](=[O:54])[C@@H:14]([NH:24][C:25]([C:27]2[CH:36]=[C:35]([O:37][CH2:38][C:39]([N:41]3[CH2:45][CH2:44][CH2:43][C@H:42]3[C:46](=[O:52])[NH:47][CH:48]3[CH2:51][CH2:50][CH2:49]3)=[O:40])[C:34]3[C:29](=[CH:30][C:31]([CH3:53])=[CH:32][CH:33]=3)[N:28]=2)=[O:26])[CH2:15][CH2:16][C:17]([O:19][C:20](C)(C)[CH3:21])=[O:18])[CH2:9][CH2:8]1)=[O:6])[CH3:3].C1(C)C=CC=CC=1. Product: [CH2:2]([O:4][C:5]([N:7]1[CH2:8][CH2:9][N:10]([C:13](=[O:54])[C@@H:14]([NH:24][C:25]([C:27]2[CH:36]=[C:35]([O:37][CH2:38][C:39]([N:41]3[CH2:45][CH2:44][CH2:43][C@H:42]3[C:46](=[O:52])[NH:47][CH:48]3[CH2:49][CH2:50][CH2:51]3)=[O:40])[C:34]3[C:29](=[CH:30][C:31]([CH3:53])=[CH:32][CH:33]=3)[N:28]=2)=[O:26])[CH2:15][CH2:16][C:17]([O:19][CH2:20][CH3:21])=[O:18])[CH2:11][CH2:12]1)=[O:6])[CH3:3]. The catalyst class is: 8. (3) Reactant: Br[CH2:2][C:3]([CH:5]1[CH2:7][CH2:6]1)=[O:4].[C:8]([O:12][C:13](=[O:21])[NH:14][CH:15]1[CH2:20][CH2:19][NH:18][CH2:17][CH2:16]1)([CH3:11])([CH3:10])[CH3:9].C(=O)([O-])[O-].[K+].[K+]. The catalyst class is: 9. Product: [C:8]([O:12][C:13](=[O:21])[NH:14][CH:15]1[CH2:20][CH2:19][N:18]([CH2:2][C:3]([CH:5]2[CH2:7][CH2:6]2)=[O:4])[CH2:17][CH2:16]1)([CH3:11])([CH3:9])[CH3:10]. (4) The catalyst class is: 1. Product: [NH2:1][CH2:4][CH2:5][C:6]1([C:11]([NH:13][C@H:14]([C:33]([OH:35])=[O:34])[CH2:15][C:16]2[CH:21]=[CH:20][C:19]([NH:22][C:23]([C:25]3[C:30]([Cl:31])=[CH:29][CH:28]=[CH:27][C:26]=3[Cl:32])=[O:24])=[CH:18][CH:17]=2)=[O:12])[CH2:10][CH2:9][CH2:8][CH2:7]1. Reactant: [N:1]([CH2:4][CH2:5][C:6]1([C:11]([NH:13][C@H:14]([C:33]([OH:35])=[O:34])[CH2:15][C:16]2[CH:21]=[CH:20][C:19]([NH:22][C:23]([C:25]3[C:30]([Cl:31])=[CH:29][CH:28]=[CH:27][C:26]=3[Cl:32])=[O:24])=[CH:18][CH:17]=2)=[O:12])[CH2:10][CH2:9][CH2:8][CH2:7]1)=[N+]=[N-].CP(C)C. (5) Reactant: [NH2:1][C:2]1[N:3]=[C:4]([NH:10]C(C2C=CC=CC=2)(C2C=CC=CC=2)C2C=CC=CC=2)[S:5][C:6]=1[C:7](=[S:9])[NH2:8].Br[CH2:31][C:32]([C:34]1[CH:35]=[C:36]([NH:40][C:41](=[O:48])[C:42]2[CH:47]=[CH:46][CH:45]=[CH:44][CH:43]=2)[CH:37]=[CH:38][CH:39]=1)=O. Product: [NH2:10][C:4]1[S:5][C:6]([C:7]2[S:9][CH:31]=[C:32]([C:34]3[CH:35]=[C:36]([NH:40][C:41](=[O:48])[C:42]4[CH:47]=[CH:46][CH:45]=[CH:44][CH:43]=4)[CH:37]=[CH:38][CH:39]=3)[N:8]=2)=[C:2]([NH2:1])[N:3]=1. The catalyst class is: 5. (6) Reactant: [CH3:1][S:2]([C:5]1[CH:6]=[C:7]2[C:11](=[CH:12][CH:13]=1)[NH:10][CH2:9][CH2:8]2)(=[O:4])=[O:3]. Product: [CH3:1][S:2]([C:5]1[CH:6]=[C:7]2[C:11](=[CH:12][CH:13]=1)[NH:10][CH:9]=[CH:8]2)(=[O:4])=[O:3]. The catalyst class is: 177. (7) Reactant: C([O:3][C:4]([C:6]1[C:14]2[C:9](=[CH:10][CH:11]=[C:12](OC3C=CC=C(Cl)C=3)[CH:13]=2)[N:8]([C:23]2[CH:28]=[CH:27][C:26]([O:29][CH:30]([CH3:32])[CH3:31])=[CH:25][CH:24]=2)[C:7]=1[CH2:33][C:34]([O:36]CC)=[O:35])=[O:5])C.[OH-:39].[Na+].O.[ClH:42]. The catalyst class is: 14. Product: [C:34]([CH2:33][C:7]1[N:8]([C:23]2[CH:28]=[CH:27][C:26]([O:29][CH:30]([CH3:32])[CH3:31])=[CH:25][CH:24]=2)[C:9]2[C:14]([C:6]=1[C:4]([OH:3])=[O:5])=[C:13]([O:39][C:9]1[CH:14]=[CH:13][CH:12]=[C:11]([Cl:42])[CH:10]=1)[CH:12]=[CH:11][CH:10]=2)([OH:36])=[O:35]. (8) Reactant: C[Si](C)(C)[O-].[K+].[C:7]([C:9]1[CH:14]=[CH:13][C:12]([NH:15][C:16]2[O:20][C:19]([C:21]([NH:23][C:24]3[CH:29]=[CH:28][C:27]([C@H:30]4[CH2:35][CH2:34][C@H:33]([CH:36]([CH3:42])[C:37]([O:39]CC)=[O:38])[CH2:32][CH2:31]4)=[CH:26][CH:25]=3)=[O:22])=[N:18][N:17]=2)=[CH:11][CH:10]=1)#[N:8].C(O)(=O)CC(CC(O)=O)(C(O)=O)O. Product: [C:7]([C:9]1[CH:14]=[CH:13][C:12]([NH:15][C:16]2[O:20][C:19]([C:21]([NH:23][C:24]3[CH:29]=[CH:28][C:27]([C@H:30]4[CH2:35][CH2:34][C@H:33]([CH:36]([CH3:42])[C:37]([OH:39])=[O:38])[CH2:32][CH2:31]4)=[CH:26][CH:25]=3)=[O:22])=[N:18][N:17]=2)=[CH:11][CH:10]=1)#[N:8]. The catalyst class is: 1.